Predict the reactants needed to synthesize the given product. From a dataset of Full USPTO retrosynthesis dataset with 1.9M reactions from patents (1976-2016). Given the product [OH:9][CH:8]([CH:3]1[CH2:4][CH2:5]1)[C:7]([O:11][CH2:12][CH3:13])=[O:10], predict the reactants needed to synthesize it. The reactants are: II.[CH:3]1(Br)[CH2:5][CH2:4]1.[C:7]([O-:11])(=[O:10])[CH:8]=[O:9].[CH2:12]1COC[CH2:13]1.